From a dataset of Catalyst prediction with 721,799 reactions and 888 catalyst types from USPTO. Predict which catalyst facilitates the given reaction. (1) Reactant: [CH3:1][C:2]1[O:3][C:4]([C:7](=[O:10])[CH2:8][CH3:9])=[CH:5][CH:6]=1.[Cl-].[Al+3].[Cl-].[Cl-].[CH:15](Cl)([CH3:17])[CH3:16]. Product: [CH:15]([C:6]1[CH:5]=[C:4]([C:7](=[O:10])[CH2:8][CH3:9])[O:3][C:2]=1[CH3:1])([CH3:17])[CH3:16]. The catalyst class is: 74. (2) Reactant: [I:1][C:2]1[C:3]([O:20][CH3:21])=[CH:4][C:5]([CH:17]([CH3:19])[CH3:18])=[C:6]([CH:16]=1)[O:7][C:8]1[C:9]([NH2:15])=[N:10][C:11]([NH2:14])=[N:12][CH:13]=1.Cl[C:23](=[O:30])[CH2:24][CH2:25][C:26]([O:28][CH3:29])=[O:27]. Product: [CH3:29][O:28][C:26](=[O:27])[CH2:25][CH2:24][C:23]([NH:14][C:11]1[N:10]=[C:9]([NH2:15])[C:8]([O:7][C:6]2[CH:16]=[C:2]([I:1])[C:3]([O:20][CH3:21])=[CH:4][C:5]=2[CH:17]([CH3:19])[CH3:18])=[CH:13][N:12]=1)=[O:30]. The catalyst class is: 272. (3) Reactant: [Cl:1][C:2]1[CH:3]=[C:4]2[C:8](=[CH:9][CH:10]=1)[N:7](S(C1C=CC=CC=1)(=O)=O)[C:6]([C:20]([O:22]CC)=O)=[C:5]2[S:25]([N:28]1[CH2:33][CH2:32][O:31][C@H:30]([CH2:34][O:35][C:36]2[CH:41]=[CH:40][C:39]([C:42]3[CH:43]=[N:44][CH:45]=[CH:46][CH:47]=3)=[CH:38][CH:37]=2)[CH2:29]1)(=[O:27])=[O:26].[NH3:48]. Product: [Cl:1][C:2]1[CH:3]=[C:4]2[C:8](=[CH:9][CH:10]=1)[NH:7][C:6]([C:20]([NH2:48])=[O:22])=[C:5]2[S:25]([N:28]1[CH2:33][CH2:32][O:31][C@H:30]([CH2:34][O:35][C:36]2[CH:37]=[CH:38][C:39]([C:42]3[CH:43]=[N:44][CH:45]=[CH:46][CH:47]=3)=[CH:40][CH:41]=2)[CH2:29]1)(=[O:27])=[O:26]. The catalyst class is: 32.